From a dataset of Reaction yield outcomes from USPTO patents with 853,638 reactions. Predict the reaction yield, written as a fraction of the theoretical maximum amount of product (1.0 means a 100% yield; for example, 0.34 means a 34% yield). The reactants are [CH3:1][C:2]1[N:3]=[C:4]([C:20]2[CH:25]=[CH:24][C:23]([C:26]([F:29])([F:28])[F:27])=[CH:22][CH:21]=2)[S:5][C:6]=1[CH2:7][S:8][C:9]1[CH:10]=[C:11]2[C:16](=[CH:17][CH:18]=1)[O:15][C:14](=[O:19])[CH2:13][CH2:12]2.CC(C[Al]CC(C)C)C. The catalyst is C1(C)C=CC=CC=1. The product is [CH3:1][C:2]1[N:3]=[C:4]([C:20]2[CH:25]=[CH:24][C:23]([C:26]([F:29])([F:27])[F:28])=[CH:22][CH:21]=2)[S:5][C:6]=1[CH2:7][S:8][C:9]1[CH:10]=[C:11]2[C:16](=[CH:17][CH:18]=1)[O:15][CH:14]([OH:19])[CH2:13][CH2:12]2. The yield is 0.620.